This data is from Blood-brain barrier permeability classification from the B3DB database. The task is: Regression/Classification. Given a drug SMILES string, predict its absorption, distribution, metabolism, or excretion properties. Task type varies by dataset: regression for continuous measurements (e.g., permeability, clearance, half-life) or binary classification for categorical outcomes (e.g., BBB penetration, CYP inhibition). Dataset: b3db_classification. The result is 1 (penetrates BBB). The compound is CCn1nnn(CCN2CC[C@H](N(C(=O)COC)c3ccccc3F)[C@H](C)C2)c1=O.